From a dataset of Forward reaction prediction with 1.9M reactions from USPTO patents (1976-2016). Predict the product of the given reaction. (1) Given the reactants [CH3:1][C:2]1[N:7]=[CH:6][C:5]([NH:8][C:9](=[O:15])[O:10][C:11]([CH3:14])([CH3:13])[CH3:12])=[CH:4][CH:3]=1, predict the reaction product. The product is: [CH3:1][CH:2]1[NH:7][CH2:6][CH:5]([NH:8][C:9](=[O:15])[O:10][C:11]([CH3:14])([CH3:13])[CH3:12])[CH2:4][CH2:3]1. (2) Given the reactants [C:1]([C:7]1[C:11]2[CH:12]=[CH:13][CH:14]=[CH:15][C:10]=2[O:9][C:8]=1[C:16]1[CH:17]=[C:18]2[C:23](=[CH:24][CH:25]=1)[CH:22]=[C:21]([O:26][CH2:27][C:28]([O:30]CC)=[O:29])[CH:20]=[CH:19]2)(=[O:6])[CH2:2][CH2:3][CH2:4][CH3:5].[OH-].[Na+], predict the reaction product. The product is: [C:1]([C:7]1[C:11]2[CH:12]=[CH:13][CH:14]=[CH:15][C:10]=2[O:9][C:8]=1[C:16]1[CH:17]=[C:18]2[C:23](=[CH:24][CH:25]=1)[CH:22]=[C:21]([O:26][CH2:27][C:28]([OH:30])=[O:29])[CH:20]=[CH:19]2)(=[O:6])[CH2:2][CH2:3][CH2:4][CH3:5]. (3) Given the reactants [NH:1]1[CH:8]=[CH:7][C:5](=[O:6])[NH:4][C:2]1=[O:3].[O-]P([O-])([O-])=O.[K+].[K+].[K+].C(C1C=CC=CC=1NC(=O)C1C=CC=CN=1)#N.[C:34]([C:38]1[CH:43]=[C:42](I)[CH:41]=[C:40]([I:45])[C:39]=1[O:46][CH3:47])([CH3:37])([CH3:36])[CH3:35], predict the reaction product. The product is: [C:34]([C:38]1[CH:43]=[C:42]([N:1]2[CH:8]=[CH:7][C:5](=[O:6])[NH:4][C:2]2=[O:3])[CH:41]=[C:40]([I:45])[C:39]=1[O:46][CH3:47])([CH3:37])([CH3:35])[CH3:36]. (4) Given the reactants [CH3:1][O:2][C:3]1[CH:4]=[C:5]2[C:10](=[CH:11][C:12]=1[O:13][CH3:14])[N:9]=[CH:8][CH:7]=[C:6]2[O:15][C:16]1[CH:26]=[CH:25][C:19]([O:20][CH2:21][C:22](O)=[O:23])=[CH:18][CH:17]=1.CCN=C=NCCCN(C)C.Cl.C1C=CC2N(O)N=NC=2C=1.[NH2:49][C:50]1[CH:55]=[CH:54][CH:53]=[C:52]([CH3:56])[CH:51]=1.C(=O)([O-])O.[Na+], predict the reaction product. The product is: [CH3:56][C:52]1[CH:51]=[C:50]([NH:49][C:22](=[O:23])[CH2:21][O:20][C:19]2[CH:18]=[CH:17][C:16]([O:15][C:6]3[C:5]4[C:10](=[CH:11][C:12]([O:13][CH3:14])=[C:3]([O:2][CH3:1])[CH:4]=4)[N:9]=[CH:8][CH:7]=3)=[CH:26][CH:25]=2)[CH:55]=[CH:54][CH:53]=1. (5) Given the reactants [CH3:1][O:2][C:3]1[CH:12]=[CH:11][C:10]2[C:5](=[CH:6][N+:7]3[CH2:20][CH2:19][C:18]4[C:13](=[CH:14][C:15]5[O:23][CH2:22][O:21][C:16]=5[CH:17]=4)[C:8]=3[CH:9]=2)[C:4]=1[O:24][CH3:25].[Cl-].[CH2:27]([Mg]Cl)[CH:28]=[CH2:29], predict the reaction product. The product is: [CH2:29]([CH:6]1[N:7]2[CH2:20][CH2:19][C:18]3[C:13]([C:8]2=[CH:9][C:10]2[CH:11]=[CH:12][C:3]([O:2][CH3:1])=[C:4]([O:24][CH3:25])[C:5]1=2)=[CH:14][C:15]1[O:23][CH2:22][O:21][C:16]=1[CH:17]=3)[CH:28]=[CH2:27].